This data is from Full USPTO retrosynthesis dataset with 1.9M reactions from patents (1976-2016). The task is: Predict the reactants needed to synthesize the given product. (1) Given the product [Cl:16][C:6]1[N:5]=[CH:4][N:3]=[C:2]([NH:30][C@@H:33]2[CH2:34][C@@H:21]([CH2:20][OH:37])[C@@H:22]([CH:25]=[O:26])[C@@H:23]2[CH:19]=[O:18])[C:7]=1[CH2:8][CH:9]([O:13][CH2:14][CH3:15])[O:10][CH2:11][CH3:12], predict the reactants needed to synthesize it. The reactants are: Cl[C:2]1[C:7]([CH2:8][CH:9]([O:13][CH2:14][CH3:15])[O:10][CH2:11][CH3:12])=[C:6]([Cl:16])[N:5]=[CH:4][N:3]=1.[Cl-].[OH:18][C@@H:19]1[C@H:23](O)[C@@H:22]([CH2:25][OH:26])[CH2:21][C@H:20]1[NH3+].CC[N:30]([CH2:33][CH3:34])CC.C([OH:37])C. (2) Given the product [C:13]([CH2:12][NH:1][C:2]1[N:10]=[CH:9][CH:8]=[CH:7][C:3]=1[C:4]([OH:6])=[O:5])([OH:15])=[O:14], predict the reactants needed to synthesize it. The reactants are: [NH2:1][C:2]1[N:10]=[CH:9][CH:8]=[CH:7][C:3]=1[C:4]([OH:6])=[O:5].Cl[CH2:12][C:13]([OH:15])=[O:14].C(=O)([O-])[O-].[Na+].[Na+]. (3) Given the product [CH3:1][N:2]1[C:11]2[CH:10]=[CH:9][CH:8]=[C:7]3[N:12]([CH2:19][C:20]#[N:21])[C:13](=[O:14])[N:5]([C:6]=23)[CH2:4][C:3]1=[O:15], predict the reactants needed to synthesize it. The reactants are: [CH3:1][N:2]1[C:11]2[CH:10]=[CH:9][CH:8]=[C:7]3[NH:12][C:13](=[O:14])[N:5]([C:6]=23)[CH2:4][C:3]1=[O:15].[H-].[Na+].Br[CH2:19][C:20]#[N:21]. (4) Given the product [C:1]([C:3]1[C:4]([N:21]2[CH2:26][CH2:25][CH:24]([C:27]([NH:41][S:38]([N:37]([C:34]3[CH:35]=[CH:36][C:31]([F:30])=[CH:32][CH:33]=3)[CH3:42])(=[O:39])=[O:40])=[O:29])[CH2:23][CH2:22]2)=[N:5][C:6]([CH2:14][N:15]2[CH2:19][CH2:18][CH2:17][C:16]2=[O:20])=[C:7]([C:9]([CH:11]2[CH2:12][CH2:13]2)=[O:10])[CH:8]=1)#[N:2], predict the reactants needed to synthesize it. The reactants are: [C:1]([C:3]1[C:4]([N:21]2[CH2:26][CH2:25][CH:24]([C:27]([OH:29])=O)[CH2:23][CH2:22]2)=[N:5][C:6]([CH2:14][N:15]2[CH2:19][CH2:18][CH2:17][C:16]2=[O:20])=[C:7]([C:9]([CH:11]2[CH2:13][CH2:12]2)=[O:10])[CH:8]=1)#[N:2].[F:30][C:31]1[CH:36]=[CH:35][C:34]([N:37]([CH3:42])[S:38]([NH2:41])(=[O:40])=[O:39])=[CH:33][CH:32]=1. (5) The reactants are: [F:1][C:2]([F:46])([F:45])[C:3]1[CH:4]=[C:5]([C@H:13]2[O:17][C:16](=[O:18])[N:15]([CH2:19][C:20]3[C:21]([C:26]4[CH:27]=[C:28]([C:33]5[CH:38]=[CH:37][C:36]([C:39]([O:41]C)=[O:40])=[CH:35][C:34]=5[CH3:43])[CH:29]=[CH:30][C:31]=4[F:32])=[N:22][CH:23]=[CH:24][N:25]=3)[C@H:14]2[CH3:44])[CH:6]=[C:7]([C:9]([F:12])([F:11])[F:10])[CH:8]=1.O.[OH-].[Li+].O.Cl. Given the product [F:11][C:9]([F:10])([F:12])[C:7]1[CH:6]=[C:5]([C@H:13]2[O:17][C:16](=[O:18])[N:15]([CH2:19][C:20]3[C:21]([C:26]4[CH:27]=[C:28]([C:33]5[CH:38]=[CH:37][C:36]([C:39]([OH:41])=[O:40])=[CH:35][C:34]=5[CH3:43])[CH:29]=[CH:30][C:31]=4[F:32])=[N:22][CH:23]=[CH:24][N:25]=3)[C@H:14]2[CH3:44])[CH:4]=[C:3]([C:2]([F:1])([F:46])[F:45])[CH:8]=1, predict the reactants needed to synthesize it.